From a dataset of Catalyst prediction with 721,799 reactions and 888 catalyst types from USPTO. Predict which catalyst facilitates the given reaction. Reactant: [CH2:1]([O:3][C:4]1[CH:5]=[C:6]([CH:10]=[C:11]([F:13])[CH:12]=1)[C:7]([OH:9])=[O:8])[CH3:2].[Li+].CC([N-]C(C)C)C.[B:22](OC(C)C)([O:27]C(C)C)[O:23]C(C)C.Cl. Product: [B:22]([C:12]1[C:11]([F:13])=[CH:10][C:6]([C:7]([OH:9])=[O:8])=[CH:5][C:4]=1[O:3][CH2:1][CH3:2])([OH:27])[OH:23]. The catalyst class is: 1.